Binary Classification. Given a drug SMILES string, predict its activity (active/inactive) in a high-throughput screening assay against a specified biological target. From a dataset of Orexin1 receptor HTS with 218,158 compounds and 233 confirmed actives. (1) The molecule is S1C(CC(=O)N=C1N(c1ccccc1)c1ccccc1)c1ccccc1. The result is 0 (inactive). (2) The molecule is Clc1ccc(SC(C)C(=O)NNC(=O)c2ccncc2)cc1. The result is 0 (inactive). (3) The compound is S(Oc1ccc(cc1)/C=N\n1cnnc1)(=O)(=O)c1c([N+]([O-])=O)cccc1. The result is 0 (inactive). (4) The molecule is Clc1c(C(=O)Nc2c(cccc2)C(F)(F)F)c(F)ccc1. The result is 0 (inactive). (5) The drug is s1c2CCCCc2c(c1)C(=O)N\N=C\c1cc(F)ccc1. The result is 0 (inactive). (6) The compound is O1C(CN2C(\C(C(=O)C2=O)=C(\O)c2ccc(OC)cc2)c2cc(OC)c(O)cc2)CCC1. The result is 0 (inactive).